This data is from Catalyst prediction with 721,799 reactions and 888 catalyst types from USPTO. The task is: Predict which catalyst facilitates the given reaction. (1) Reactant: [CH:1]12[O:8][CH:5]([CH2:6][CH2:7]1)[CH2:4][N:3]([C:9]1[N:14]=[C:13]([N:15]3[CH2:20][CH2:19][C:18](=O)[CH2:17][CH2:16]3)[N:12]=[C:11]([C:22]3[CH:27]=[CH:26][C:25]([NH:28][C:29]([NH:31][C:32]4[CH:37]=[CH:36][N:35]=[CH:34][CH:33]=4)=[O:30])=[CH:24][CH:23]=3)[N:10]=1)[CH2:2]2.C(O)(C(F)(F)F)=O.Cl.[C:46]([O:50][C:51](=[O:54])[CH2:52][NH2:53])([CH3:49])([CH3:48])[CH3:47]. Product: [CH:5]12[O:8][CH:1]([CH2:7][CH2:6]1)[CH2:2][N:3]([C:9]1[N:10]=[C:11]([C:22]3[CH:27]=[CH:26][C:25]([NH:28][C:29]([NH:31][C:32]4[CH:33]=[CH:34][N:35]=[CH:36][CH:37]=4)=[O:30])=[CH:24][CH:23]=3)[N:12]=[C:13]([N:15]3[CH2:16][CH2:17][CH:18]([NH:53][CH2:52][C:51]([O:50][C:46]([CH3:49])([CH3:48])[CH3:47])=[O:54])[CH2:19][CH2:20]3)[N:14]=1)[CH2:4]2. The catalyst class is: 66. (2) Reactant: [CH3:1][CH:2]1[CH2:7][CH:6](O)[CH:5]=[C:4]([C:9]2[CH:14]=[CH:13][N:12]=[CH:11][C:10]=2[N+:15]([O-:17])=[O:16])[CH2:3]1.CC1C=CC(S(O)(=O)=O)=CC=1.CCOC(C)=O. Product: [CH3:1][CH:2]1[CH2:3][C:4]([C:9]2[CH:14]=[CH:13][N:12]=[CH:11][C:10]=2[N+:15]([O-:17])=[O:16])=[CH:5][CH:6]=[CH:7]1. The catalyst class is: 12.